From a dataset of Reaction yield outcomes from USPTO patents with 853,638 reactions. Predict the reaction yield, written as a fraction of the theoretical maximum amount of product (1.0 means a 100% yield; for example, 0.34 means a 34% yield). (1) The reactants are [S:1]1[C:5]2[CH:6]=[CH:7][CH:8]=[CH:9][C:4]=2[N:3]=[C:2]1[NH:10][C:11](=[O:22])[C:12]1[CH:17]=[CH:16][CH:15]=[C:14]([C:18]([F:21])([F:20])[F:19])[CH:13]=1.C(=O)([O-])[O-].[K+].[K+].Br[CH:30]([CH2:35][OH:36])[C:31]([O:33][CH3:34])=[O:32]. The catalyst is CN(C)C=O. The product is [OH:36][CH2:35][CH:30]([N:3]1[C:4]2[CH:9]=[CH:8][CH:7]=[CH:6][C:5]=2[S:1][C:2]1=[N:10][C:11](=[O:22])[C:12]1[CH:17]=[CH:16][CH:15]=[C:14]([C:18]([F:20])([F:19])[F:21])[CH:13]=1)[C:31]([O:33][CH3:34])=[O:32]. The yield is 0.330. (2) The reactants are [CH:1]1([N:5]2[CH2:11][CH2:10][CH2:9][N:8]([C:12]([N:14]3[CH2:17][CH:16]([NH2:18])[CH2:15]3)=[O:13])[CH2:7][CH2:6]2)[CH2:4][CH2:3][CH2:2]1.[Cl:19][C:20]1[CH:28]=[CH:27][C:23]([C:24](Cl)=[O:25])=[CH:22][CH:21]=1.CCN(C(C)C)C(C)C. The catalyst is ClC(Cl)C.ClCCl. The product is [Cl:19][C:20]1[CH:28]=[CH:27][C:23]([C:24]([NH:18][CH:16]2[CH2:15][N:14]([C:12]([N:8]3[CH2:9][CH2:10][CH2:11][N:5]([CH:1]4[CH2:4][CH2:3][CH2:2]4)[CH2:6][CH2:7]3)=[O:13])[CH2:17]2)=[O:25])=[CH:22][CH:21]=1. The yield is 0.370. (3) The reactants are [Cl:1][C:2]1[CH:3]=[C:4]([NH:8][C:9](=[O:23])[C:10]2[CH:15]=[CH:14][CH:13]=[N:12][C:11]=2[NH:16][C@H:17]2[CH2:22][CH2:21][CH2:20][NH:19][CH2:18]2)[CH:5]=[CH:6][CH:7]=1.ClC1C=C(N[C:32](=[O:50])[C:33]2C=CC=NC=2NC2CC(C)(C)NC(C)(C)C2)C=CC=1. No catalyst specified. The product is [Cl:1][C:2]1[CH:3]=[C:4]([NH:8][C:9](=[O:23])[C:10]2[CH:15]=[CH:14][CH:13]=[N:12][C:11]=2[NH:16][C@H:17]2[CH2:22][CH2:21][CH2:20][N:19]([CH2:33][CH2:32][OH:50])[CH2:18]2)[CH:5]=[CH:6][CH:7]=1. The yield is 0.608. (4) The reactants are C(N1C(C)=C(I)N=C1CCC)C.[CH3:13][C:14]1[N:18]2[CH2:19][CH2:20][CH2:21][CH2:22][C:17]2=[N:16][C:15]=1[C:23]#[C:24][Si](C)(C)C. No catalyst specified. The product is [C:23]([C:15]1[N:16]=[C:17]2[CH2:22][CH2:21][CH2:20][CH2:19][N:18]2[C:14]=1[CH3:13])#[CH:24]. The yield is 0.510.